Predict the reaction yield, written as a fraction of the theoretical maximum amount of product (1.0 means a 100% yield; for example, 0.34 means a 34% yield). From a dataset of Reaction yield outcomes from USPTO patents with 853,638 reactions. (1) The reactants are [N:1]1([C:7]2[N:15]=[C:14]([C:16]3[CH:17]=[C:18]([OH:22])[CH:19]=[CH:20][CH:21]=3)[N:13]=[C:12]3[C:8]=2[N:9]=[CH:10][N:11]3[CH:23]2[CH2:28][CH2:27][NH:26][CH2:25][CH2:24]2)[CH2:6][CH2:5][O:4][CH2:3][CH2:2]1.[N:29]1[CH:34]=[CH:33][CH:32]=[C:31]([CH:35]=O)[CH:30]=1. The catalyst is CO.[Cl-].[Zn+2].[Cl-]. The product is [N:1]1([C:7]2[N:15]=[C:14]([C:16]3[CH:17]=[C:18]([OH:22])[CH:19]=[CH:20][CH:21]=3)[N:13]=[C:12]3[C:8]=2[N:9]=[CH:10][N:11]3[CH:23]2[CH2:28][CH2:27][N:26]([CH2:35][C:31]3[CH:30]=[N:29][CH:34]=[CH:33][CH:32]=3)[CH2:25][CH2:24]2)[CH2:6][CH2:5][O:4][CH2:3][CH2:2]1. The yield is 0.650. (2) The reactants are [F:1][C:2]1[CH:7]=[CH:6][C:5]([S:8]([CH:11]2[CH2:16][CH2:15][N:14](C(OC(C)(C)C)=O)[CH2:13][CH2:12]2)(=[O:10])=[O:9])=[CH:4][CH:3]=1.[ClH:24]. The catalyst is CO. The product is [ClH:24].[F:1][C:2]1[CH:3]=[CH:4][C:5]([S:8]([CH:11]2[CH2:16][CH2:15][NH:14][CH2:13][CH2:12]2)(=[O:9])=[O:10])=[CH:6][CH:7]=1. The yield is 0.780. (3) The reactants are [C:1]([O:5][C:6]([N:8]1[CH2:13][CH2:12][NH:11][C:10](C)([C:14]([OH:16])=[O:15])[CH2:9]1)=[O:7])([CH3:4])([CH3:3])[CH3:2].Br[C:19]1[CH:24]=[CH:23][C:22]([C:25]([F:28])([F:27])[F:26])=[CH:21][N:20]=1.[Cl-].[CH2:30](C1C=CC=C(CCC)C=1[N+]1C=CN(C2C(CCC)=CC=CC=2CCC)C=1)CC.CC(C)([O-])C.[Na+]. The catalyst is C1(C)C=CC=CC=1. The product is [CH3:30][O:16][C:14]([CH:10]1[N:11]([C:19]2[CH:24]=[CH:23][C:22]([C:25]([F:28])([F:27])[F:26])=[CH:21][N:20]=2)[CH2:12][CH2:13][N:8]([C:6]([O:5][C:1]([CH3:2])([CH3:3])[CH3:4])=[O:7])[CH2:9]1)=[O:15]. The yield is 0.580.